From a dataset of Full USPTO retrosynthesis dataset with 1.9M reactions from patents (1976-2016). Predict the reactants needed to synthesize the given product. The reactants are: [CH3:1][C:2]1([OH:8])[CH2:7][CH2:6][CH2:5][CH2:4][CH2:3]1.C[Li].[CH2:11]([O:13][Si:14]([O:24][CH2:25][CH3:26])([O:21][CH2:22][CH3:23])[CH2:15][CH2:16][CH2:17][N:18]=[C:19]=[O:20])[CH3:12]. Given the product [CH3:1][C:2]1([O:8][C:19](=[O:20])[NH:18][CH2:17][CH2:16][CH2:15][Si:14]([O:21][CH2:22][CH3:23])([O:24][CH2:25][CH3:26])[O:13][CH2:11][CH3:12])[CH2:7][CH2:6][CH2:5][CH2:4][CH2:3]1, predict the reactants needed to synthesize it.